This data is from CYP2C9 inhibition data for predicting drug metabolism from PubChem BioAssay. The task is: Regression/Classification. Given a drug SMILES string, predict its absorption, distribution, metabolism, or excretion properties. Task type varies by dataset: regression for continuous measurements (e.g., permeability, clearance, half-life) or binary classification for categorical outcomes (e.g., BBB penetration, CYP inhibition). Dataset: cyp2c9_veith. (1) The compound is COc1cccc(C(c2c(C)[nH]n(-c3ccccc3)c2=O)c2c(C)[nH]n(-c3ccccc3)c2=O)c1O. The result is 0 (non-inhibitor). (2) The drug is Clc1ccccc1CN1CCc2sccc2C1. The result is 0 (non-inhibitor).